Dataset: Reaction yield outcomes from USPTO patents with 853,638 reactions. Task: Predict the reaction yield, written as a fraction of the theoretical maximum amount of product (1.0 means a 100% yield; for example, 0.34 means a 34% yield). (1) The reactants are C1(C)C=CC(S(O)(=O)=O)=CC=1.[Cl:12][C:13]1[N:18]=[C:17]([Cl:19])[N:16]=[C:15]2[NH:20][N:21]=[CH:22][C:14]=12.[O:23]1[CH:28]=[CH:27][CH2:26][CH2:25][CH2:24]1. The catalyst is C1COCC1.C(Cl)Cl. The product is [Cl:12][C:13]1[N:18]=[C:17]([Cl:19])[N:16]=[C:15]2[N:20]([CH:24]3[CH2:25][CH2:26][CH2:27][CH2:28][O:23]3)[N:21]=[CH:22][C:14]=12. The yield is 0.920. (2) The reactants are CS(C)=O.[OH-].[K+].[C:7]1([CH:13]2[N:20]3[CH2:21][C:16]4([CH2:35][OH:36])[CH2:17][N:18]([CH:28]([C:29]5[CH:34]=[CH:33][CH:32]=[CH:31][CH:30]=5)[N:14]2[CH2:15]4)[CH:19]3[C:22]2[CH:27]=[CH:26][CH:25]=[CH:24][CH:23]=2)[CH:12]=[CH:11][CH:10]=[CH:9][CH:8]=1.[CH2:37](Br)[CH:38]=[CH2:39]. The catalyst is CCCCCC.C(OCC)(=O)C. The product is [CH2:39]([O:36][CH2:35][C:16]12[CH2:17][N:18]3[CH:19]([C:22]4[CH:27]=[CH:26][CH:25]=[CH:24][CH:23]=4)[N:20]([CH:13]([C:7]4[CH:8]=[CH:9][CH:10]=[CH:11][CH:12]=4)[N:14]([CH:28]3[C:29]3[CH:30]=[CH:31][CH:32]=[CH:33][CH:34]=3)[CH2:15]1)[CH2:21]2)[CH:38]=[CH2:37]. The yield is 0.800. (3) The reactants are [CH3:1][N:2]([CH2:6][CH2:7]Cl)[CH2:3][CH2:4]Cl.Cl.[CH3:10][O:11][C:12]1[CH:17]=[CH:16][C:15]([CH2:18][C:19]#[N:20])=[CH:14][CH:13]=1.[H-].[Na+]. The catalyst is CN(C=O)C. The product is [CH3:1][N:2]1[CH2:6][CH2:7][C:18]([C:15]2[CH:16]=[CH:17][C:12]([O:11][CH3:10])=[CH:13][CH:14]=2)([C:19]#[N:20])[CH2:4][CH2:3]1. The yield is 1.00. (4) The reactants are N1CCC[C@H]1C(N)=O.C(N(CC)CC)C.ClCC(Cl)=O.[Cl:21][CH2:22][C:23]([N:25]1[CH2:29][CH2:28][CH2:27][C@H:26]1[C:30]([NH2:32])=O)=[O:24].C1(Cl)N=C(Cl)N=C(Cl)N=1. The catalyst is O.CN(C=O)C.C(Cl)Cl. The product is [Cl:21][CH2:22][C:23]([N:25]1[CH2:29][CH2:28][CH2:27][C@H:26]1[C:30]#[N:32])=[O:24]. The yield is 0.800. (5) The reactants are [NH2:1][C:2]1[CH:7]=[CH:6][C:5]([C:8]([NH:10][S:11]([C:14]2[S:15][C:16]([Cl:19])=[CH:17][CH:18]=2)(=[O:13])=[O:12])=[O:9])=[CH:4][CH:3]=1.[C:20]1(=O)[O:25][C:23](=[O:24])[C:22]2=[CH:26][CH:27]=[CH:28][CH:29]=[C:21]12. The catalyst is CN(C=O)C. The product is [O:24]=[C:23]1[C:22]2[CH:26]=[CH:27][CH:28]=[CH:29][C:21]=2[C:20](=[O:25])[N:1]1[C:2]1[CH:7]=[CH:6][C:5]([C:8]([NH:10][S:11]([C:14]2[S:15][C:16]([Cl:19])=[CH:17][CH:18]=2)(=[O:13])=[O:12])=[O:9])=[CH:4][CH:3]=1. The yield is 0.550. (6) The reactants are [CH2:1]([O:5][C:6]1[CH:11]=[CH:10][C:9]([S:12]([O:15][C:16]2[C:24]([CH3:25])=[CH:23][CH:22]=[CH:21][C:17]=2[C:18](O)=[O:19])(=[O:14])=[O:13])=[CH:8][CH:7]=1)[C:2]#[C:3][CH3:4].O.[OH:27][N:28]1C2C=CC=CC=2N=N1.Cl.CN(C)CCCN=C=NCC.NO. The catalyst is CN(C)C=O.C(OCC)(=O)C. The product is [CH2:1]([O:5][C:6]1[CH:11]=[CH:10][C:9]([S:12]([O:15][C:16]2[C:24]([CH3:25])=[CH:23][CH:22]=[CH:21][C:17]=2[C:18]([NH:28][OH:27])=[O:19])(=[O:14])=[O:13])=[CH:8][CH:7]=1)[C:2]#[C:3][CH3:4]. The yield is 0.500. (7) The reactants are [CH3:1][O:2][C:3]1[CH:8]=[CH:7][CH:6]=[CH:5][C:4]=1[CH3:9].[Cl-].[Al+3].[Cl-].[Cl-].[CH3:14][C:15]([CH3:20])=[CH:16][C:17]([OH:19])=[O:18]. The catalyst is Cl. The product is [CH3:9][C:4]1[CH:5]=[C:6]([C:15]([CH3:20])([CH3:14])[CH2:16][C:17]([OH:19])=[O:18])[CH:7]=[CH:8][C:3]=1[O:2][CH3:1]. The yield is 0.590.